This data is from Catalyst prediction with 721,799 reactions and 888 catalyst types from USPTO. The task is: Predict which catalyst facilitates the given reaction. (1) Reactant: [CH3:1][N:2]1[C:6]([C:7](=[N:14][O:15][CH2:16][C:17]2[N:22]=[C:21]([CH:23]=O)[CH:20]=[CH:19][CH:18]=2)[C:8]2[CH:13]=[CH:12][CH:11]=[CH:10][CH:9]=2)=[N:5][N:4]=[N:3]1.Cl.[NH2:26][OH:27]. Product: [OH:27][N:26]=[CH:23][C:21]1[N:22]=[C:17]([CH2:16][O:15][N:14]=[C:7]([C:6]2[N:2]([CH3:1])[N:3]=[N:4][N:5]=2)[C:8]2[CH:13]=[CH:12][CH:11]=[CH:10][CH:9]=2)[CH:18]=[CH:19][CH:20]=1. The catalyst class is: 17. (2) Reactant: Cl.[Cl:2][C:3]1[CH:8]=[CH:7][N:6]=[C:5]([C:9](Cl)=[O:10])[CH:4]=1.Cl.[CH2:13]([O:17][NH2:18])[CH:14]([CH3:16])[CH3:15].C(N(CC)C(C)C)(C)C. Product: [Cl:2][C:3]1[CH:8]=[CH:7][N:6]=[C:5]([C:9]([NH:18][O:17][CH2:13][CH:14]([CH3:16])[CH3:15])=[O:10])[CH:4]=1. The catalyst class is: 249. (3) Reactant: [Cl:1][CH2:2][C:3]([CH2:5]Cl)=[O:4].[CH:7]1[CH:12]=[CH:11][C:10]([P:13]([C:20]2[CH:25]=[CH:24][CH:23]=[CH:22][CH:21]=2)[C:14]2[CH:19]=[CH:18][CH:17]=[CH:16][CH:15]=2)=[CH:9][CH:8]=1. Product: [Cl-:1].[Cl:1][CH2:2][C:3](=[O:4])[CH2:5][P+:13]([C:14]1[CH:15]=[CH:16][CH:17]=[CH:18][CH:19]=1)([C:20]1[CH:25]=[CH:24][CH:23]=[CH:22][CH:21]=1)[C:10]1[CH:9]=[CH:8][CH:7]=[CH:12][CH:11]=1. The catalyst class is: 116. (4) Reactant: [Br:1][C:2]1[CH:7]=[CH:6][C:5]([NH:8][C:9](=[O:26])[C:10]2[CH:15]=[C:14]([N+:16]([O-])=O)[C:13]([NH:19][CH3:20])=[CH:12][C:11]=2[O:21][CH2:22][CH:23]([F:25])[F:24])=[CH:4][CH:3]=1. Product: [NH2:16][C:14]1[C:13]([NH:19][CH3:20])=[CH:12][C:11]([O:21][CH2:22][CH:23]([F:24])[F:25])=[C:10]([CH:15]=1)[C:9]([NH:8][C:5]1[CH:6]=[CH:7][C:2]([Br:1])=[CH:3][CH:4]=1)=[O:26]. The catalyst class is: 814. (5) Reactant: [C:1]([O:5][C:6]([N:8]1[CH2:12][C@H:11]([OH:13])[CH2:10][C@H:9]1[C:14]([OH:16])=[O:15])=[O:7])([CH3:4])([CH3:3])[CH3:2].[O-2].[O-2].[O-2].[Cr+6].S(=O)(=O)(O)O.[Cr:26]([OH:30])([OH:29])(=[O:28])=[O:27]. Product: [Cr:26]([OH:30])([OH:29])(=[O:28])=[O:27].[C:1]([O:5][C:6]([N:8]1[CH2:12][C:11](=[O:13])[CH2:10][C@H:9]1[C:14]([OH:16])=[O:15])=[O:7])([CH3:4])([CH3:2])[CH3:3]. The catalyst class is: 95.